This data is from Full USPTO retrosynthesis dataset with 1.9M reactions from patents (1976-2016). The task is: Predict the reactants needed to synthesize the given product. (1) The reactants are: [N+:1]([C:4]1[CH:24]=[CH:23][C:7]2[N:8]([C@@H:11]([C:17]3[CH:22]=[CH:21][CH:20]=[CH:19][CH:18]=3)[CH2:12][C:13]([O:15][CH3:16])=[O:14])[CH:9]=[N:10][C:6]=2[CH:5]=1)([O-])=O.N.S(S([O-])=O)([O-])=O.[Na+].[Na+]. Given the product [NH2:1][C:4]1[CH:24]=[CH:23][C:7]2[N:8]([C@@H:11]([C:17]3[CH:18]=[CH:19][CH:20]=[CH:21][CH:22]=3)[CH2:12][C:13]([O:15][CH3:16])=[O:14])[CH:9]=[N:10][C:6]=2[CH:5]=1, predict the reactants needed to synthesize it. (2) Given the product [CH2:34]([O:36][C:25](=[O:30])[C:24]([C:19]1[C:18]([O:17][C:13]2[CH:14]=[N:15][C:16]3[C:11]([CH:12]=2)=[CH:10][CH:9]=[CH:8][C:7]=3[F:6])=[CH:23][CH:22]=[CH:21][N:20]=1)([CH3:27])[CH3:28])[CH3:35], predict the reactants needed to synthesize it. The reactants are: S(=O)(=O)(O)O.[F:6][C:7]1[CH:8]=[CH:9][CH:10]=[C:11]2[C:16]=1[N:15]=[CH:14][C:13]([O:17][C:18]1[C:19]([C:24]([CH3:28])([CH3:27])[C:25]#N)=[N:20][CH:21]=[CH:22][CH:23]=1)=[CH:12]2.C(=O)([O-])[OH:30].[Na+].[CH2:34]([OH:36])[CH3:35]. (3) The reactants are: C([O:4][CH2:5][C:6]1[N:11]([CH2:12][CH2:13][C:14]2[CH:23]=[CH:22][C:17]([C:18]([O:20][CH3:21])=[O:19])=[CH:16][CH:15]=2)[C:10](=[O:24])[C:9]([Cl:25])=[CH:8][C:7]=1[Cl:26])(=O)C.S(=O)(=O)(O)O.O. Given the product [Cl:25][C:9]1[C:10](=[O:24])[N:11]([CH2:12][CH2:13][C:14]2[CH:23]=[CH:22][C:17]([C:18]([O:20][CH3:21])=[O:19])=[CH:16][CH:15]=2)[C:6]([CH2:5][OH:4])=[C:7]([Cl:26])[CH:8]=1, predict the reactants needed to synthesize it. (4) Given the product [Br:11][C:12]1[C:20]2[S:19][CH:18]=[CH:17][C:16]=2[CH:15]=[C:14]([C:24]([F:27])([F:25])[F:26])[CH:13]=1, predict the reactants needed to synthesize it. The reactants are: N1C2C(=CC=CC=2)C=CC=1.[Br:11][C:12]1[C:20]2[S:19][C:18](C(O)=O)=[CH:17][C:16]=2[CH:15]=[C:14]([C:24]([F:27])([F:26])[F:25])[CH:13]=1. (5) Given the product [Cl:1][C:2]1[CH:7]=[CH:6][C:5]([NH:8][C:9]([NH:15][C:16]2[CH:21]=[CH:20][CH:19]=[C:18]([C:22]3[CH:30]=[C:29]4[C:25]([C:26]([C:39]5[CH:40]=[CH:41][C:42]([O:45][CH3:46])=[CH:43][CH:44]=5)=[CH:27][N:28]4[C:31]4[CH:32]=[C:33]([NH:37][CH3:38])[N:34]=[CH:35][N:36]=4)=[CH:24][CH:23]=3)[CH:17]=2)=[O:10])=[CH:4][C:3]=1[C:11]([F:12])([F:13])[F:14], predict the reactants needed to synthesize it. The reactants are: [Cl:1][C:2]1[CH:7]=[CH:6][C:5]([N:8]=[C:9]=[O:10])=[CH:4][C:3]=1[C:11]([F:14])([F:13])[F:12].[NH2:15][C:16]1[CH:17]=[C:18]([C:22]2[CH:30]=[C:29]3[C:25]([C:26]([C:39]4[CH:44]=[CH:43][C:42]([O:45][CH3:46])=[CH:41][CH:40]=4)=[CH:27][N:28]3[C:31]3[N:36]=[CH:35][N:34]=[C:33]([NH:37][CH3:38])[CH:32]=3)=[CH:24][CH:23]=2)[CH:19]=[CH:20][CH:21]=1. (6) The reactants are: FC(F)(F)C(O)=O.[CH2:8]1[C:11]2([CH2:14][NH:13][CH2:12]2)[CH2:10][N:9]1[C:15]1[N:20]=[C:19]([C:21]2[CH:22]=[C:23]3[C:28](=[CH:29][CH:30]=2)[N:27]([CH3:31])[C:26](=[O:32])[CH2:25][CH2:24]3)[CH:18]=[N:17][CH:16]=1.[CH3:33][O:34][C:35]1[CH:39]=[C:38]([C:40](O)=[O:41])[O:37][N:36]=1.CN(C(ON1N=NC2C=CC=CC1=2)=[N+](C)C)C.[B-](F)(F)(F)F.CCN(C(C)C)C(C)C.C([O-])(O)=O.[Na+]. Given the product [CH3:33][O:34][C:35]1[CH:39]=[C:38]([C:40]([N:13]2[CH2:12][C:11]3([CH2:10][N:9]([C:15]4[N:20]=[C:19]([C:21]5[CH:22]=[C:23]6[C:28](=[CH:29][CH:30]=5)[N:27]([CH3:31])[C:26](=[O:32])[CH2:25][CH2:24]6)[CH:18]=[N:17][CH:16]=4)[CH2:8]3)[CH2:14]2)=[O:41])[O:37][N:36]=1, predict the reactants needed to synthesize it.